This data is from Full USPTO retrosynthesis dataset with 1.9M reactions from patents (1976-2016). The task is: Predict the reactants needed to synthesize the given product. (1) Given the product [C:7]([N:11]1[CH:15]=[C:14]([CH2:16][OH:17])[CH:13]=[N:12]1)([CH3:10])([CH3:9])[CH3:8], predict the reactants needed to synthesize it. The reactants are: [H-].[Al+3].[Li+].[H-].[H-].[H-].[C:7]([N:11]1[CH:15]=[C:14]([C:16](OC)=[O:17])[CH:13]=[N:12]1)([CH3:10])([CH3:9])[CH3:8].[OH-].[K+]. (2) Given the product [Cl:1][C:2]1[CH:7]=[C:6]([CH:5]=[C:4]([C:19]2[CH:20]=[C:15]([Cl:14])[N:16]=[CH:17][N:18]=2)[C:3]=1[F:13])[C:8]#[N:9], predict the reactants needed to synthesize it. The reactants are: [Cl:1][C:2]1[C:3]([F:13])=[C:4](B(O)O)[CH:5]=[C:6]([C:8]#[N:9])[CH:7]=1.[Cl:14][C:15]1[CH:20]=[C:19](Cl)[N:18]=[CH:17][N:16]=1. (3) Given the product [F:15][CH:14]([F:16])[O:13][C:5]1[CH:4]=[CH:3][C:2]([CH:17]=[CH2:18])=[CH:7][C:6]=1[CH:8]1[O:12][CH2:11][CH2:10][O:9]1, predict the reactants needed to synthesize it. The reactants are: Br[C:2]1[CH:3]=[CH:4][C:5]([O:13][CH:14]([F:16])[F:15])=[C:6]([CH:8]2[O:12][CH2:11][CH2:10][O:9]2)[CH:7]=1.[CH:17]([B-](F)(F)F)=[CH2:18].[K+].C1(P(C2C=CC=CC=2)C2C=CC=CC=2)C=CC=CC=1.C(=O)([O-])[O-].[Cs+].[Cs+].